This data is from Forward reaction prediction with 1.9M reactions from USPTO patents (1976-2016). The task is: Predict the product of the given reaction. (1) Given the reactants [C:1]([C:4]1[CH:16]=[CH:15][C:7]([C:8]([O:10][C:11]([CH3:14])([CH3:13])[CH3:12])=[O:9])=[C:6]([Br:17])[CH:5]=1)(=[O:3])[CH3:2].[Cl:18][C:19]1[CH:20]=[C:21]([C:26](=O)[C:27]([F:30])([F:29])[F:28])[CH:22]=[C:23]([Cl:25])[CH:24]=1.C(=O)([O-])[O-].[K+].[K+], predict the reaction product. The product is: [Br:17][C:6]1[CH:5]=[C:4]([C:1](=[O:3])[CH:2]=[C:26]([C:21]2[CH:22]=[C:23]([Cl:25])[CH:24]=[C:19]([Cl:18])[CH:20]=2)[C:27]([F:30])([F:29])[F:28])[CH:16]=[CH:15][C:7]=1[C:8]([O:10][C:11]([CH3:12])([CH3:13])[CH3:14])=[O:9]. (2) Given the reactants Br[C:2]1[CH:7]=[CH:6][CH:5]=[CH:4][C:3]=1[C:8]1([CH3:13])[O:12][CH2:11][CH2:10][O:9]1.[CH3:14][C:15]1[CH:21]=[CH:20][CH:19]=[C:18]([CH3:22])[C:16]=1[NH2:17], predict the reaction product. The product is: [CH3:14][C:15]1[CH:21]=[CH:20][CH:19]=[C:18]([CH3:22])[C:16]=1[NH:17][C:2]1[CH:7]=[CH:6][CH:5]=[CH:4][C:3]=1[C:8]1([CH3:13])[O:12][CH2:11][CH2:10][O:9]1. (3) Given the reactants [C:1]([O:5][C:6]([NH:8][CH:9]([C:28](=[O:32])[N:29]([CH3:31])[CH3:30])[C:10]1[CH:27]=[CH:26][C:13]([O:14][C:15]2[CH:20]=[CH:19][C:18]([CH2:21][CH2:22][C:23](O)=[O:24])=[CH:17][CH:16]=2)=[CH:12][CH:11]=1)=[O:7])([CH3:4])([CH3:3])[CH3:2].[OH:33]N1C2C=CC=CC=2N=N1.Cl.CN(C)CCCN=C=NCC.C(N(CC)CC)C.Cl.[CH2:63]([O:70][NH2:71])[C:64]1[CH:69]=[CH:68][CH:67]=[CH:66][CH:65]=1, predict the reaction product. The product is: [C:1]([O:5][C:6](=[O:7])[NH:8][CH:9]([C:10]1[CH:27]=[CH:26][C:13]([O:14][C:15]2[CH:20]=[CH:19][C:18]([CH2:21][CH2:22][C:23](=[O:24])[NH:71][O:70][C:63](=[O:33])[C:64]3[CH:69]=[CH:68][CH:67]=[CH:66][CH:65]=3)=[CH:17][CH:16]=2)=[CH:12][CH:11]=1)[C:28](=[O:32])[N:29]([CH3:30])[CH3:31])([CH3:4])([CH3:2])[CH3:3]. (4) Given the reactants [N-:1]=[N+:2]=[N-:3].[Na+].[Cl:5][C:6]1[CH:13]=[CH:12][CH:11]=[CH:10][C:7]=1[CH2:8]Cl, predict the reaction product. The product is: [N:1]([CH2:8][C:7]1[CH:10]=[CH:11][CH:12]=[CH:13][C:6]=1[Cl:5])=[N+:2]=[N-:3].